Dataset: Catalyst prediction with 721,799 reactions and 888 catalyst types from USPTO. Task: Predict which catalyst facilitates the given reaction. (1) Reactant: [CH:1]1([CH2:7][C:8]2[N:12](CC3C=CC(OC)=CC=3)[CH:11]=[C:10]([C:22]([O:24][CH2:25][CH3:26])=[O:23])[C:9]=2[CH3:27])[CH2:6][CH2:5][CH2:4][CH2:3][CH2:2]1. Product: [CH:1]1([CH2:7][C:8]2[NH:12][CH:11]=[C:10]([C:22]([O:24][CH2:25][CH3:26])=[O:23])[C:9]=2[CH3:27])[CH2:2][CH2:3][CH2:4][CH2:5][CH2:6]1. The catalyst class is: 10. (2) Reactant: Cl[CH2:2][C:3]1[CH:4]=[C:5]2[CH:11]=[C:10]([CH:12]([C:19]3[CH:24]=[CH:23][C:22]([S:25]([CH3:28])(=[O:27])=[O:26])=[CH:21][CH:20]=3)[CH2:13][CH:14]3[CH2:18][CH2:17][CH2:16][CH2:15]3)[NH:9][C:6]2=[N:7][CH:8]=1.[C-:29]#[N:30].[Na+]. Product: [CH:14]1([CH2:13][CH:12]([C:10]2[NH:9][C:6]3=[N:7][CH:8]=[C:3]([CH2:2][C:29]#[N:30])[CH:4]=[C:5]3[CH:11]=2)[C:19]2[CH:24]=[CH:23][C:22]([S:25]([CH3:28])(=[O:27])=[O:26])=[CH:21][CH:20]=2)[CH2:18][CH2:17][CH2:16][CH2:15]1. The catalyst class is: 42.